Dataset: Peptide-MHC class I binding affinity with 185,985 pairs from IEDB/IMGT. Task: Regression. Given a peptide amino acid sequence and an MHC pseudo amino acid sequence, predict their binding affinity value. This is MHC class I binding data. (1) The peptide sequence is ALLGAMTAGI. The MHC is HLA-A02:01 with pseudo-sequence HLA-A02:01. The binding affinity (normalized) is 0.701. (2) The peptide sequence is EVRLATMLF. The MHC is HLA-A02:01 with pseudo-sequence HLA-A02:01. The binding affinity (normalized) is 0.0847. (3) The binding affinity (normalized) is 0. The peptide sequence is AVDLYHFLK. The MHC is HLA-A24:02 with pseudo-sequence HLA-A24:02. (4) The peptide sequence is YAQMWTLMY. The MHC is SLA-10401 with pseudo-sequence SLA-10401. The binding affinity (normalized) is 0.543. (5) The peptide sequence is KAAVDLSHFL. The MHC is HLA-B44:02 with pseudo-sequence HLA-B44:02. The binding affinity (normalized) is 0. (6) The peptide sequence is LRQKRKAGV. The MHC is HLA-B08:01 with pseudo-sequence HLA-B08:01. The binding affinity (normalized) is 0.0847. (7) The peptide sequence is PFWITAIYVF. The MHC is HLA-A24:02 with pseudo-sequence HLA-A24:02. The binding affinity (normalized) is 0.940.